Dataset: Forward reaction prediction with 1.9M reactions from USPTO patents (1976-2016). Task: Predict the product of the given reaction. Given the reactants Br[C:2]1[C:3]([O:22][CH2:23][C:24]([F:27])([F:26])[F:25])=[N:4][C:5]([C:18]([F:21])([F:20])[F:19])=[C:6]([CH:17]=1)[C:7]([NH:9][C@H:10]1[CH2:15][CH2:14][CH2:13][CH2:12][C@@H:11]1[OH:16])=[O:8].[Cl:28][C:29]1[CH:34]=[CH:33][C:32](B(O)O)=[CH:31][CH:30]=1, predict the reaction product. The product is: [Cl:28][C:29]1[CH:34]=[CH:33][C:32]([C:2]2[C:3]([O:22][CH2:23][C:24]([F:26])([F:27])[F:25])=[N:4][C:5]([C:18]([F:21])([F:20])[F:19])=[C:6]([CH:17]=2)[C:7]([NH:9][C@H:10]2[CH2:15][CH2:14][CH2:13][CH2:12][C@@H:11]2[OH:16])=[O:8])=[CH:31][CH:30]=1.